Dataset: Reaction yield outcomes from USPTO patents with 853,638 reactions. Task: Predict the reaction yield, written as a fraction of the theoretical maximum amount of product (1.0 means a 100% yield; for example, 0.34 means a 34% yield). (1) The reactants are [CH2:1]([C:3]([C:22]1[CH:35]=[CH:34][C:25]([O:26][CH2:27][C@H:28]2[O:32][C:31](=[O:33])[CH2:30][CH2:29]2)=[C:24]([CH3:36])[CH:23]=1)([C:6]1[CH:11]=[CH:10][C:9](/[CH:12]=[CH:13]/[C:14]([CH2:19][CH3:20])([OH:18])[CH2:15][CH2:16][CH3:17])=[C:8]([CH3:21])[CH:7]=1)[CH2:4][CH3:5])[CH3:2].C[OH:38]. The catalyst is [OH-].[Na+]. The product is [CH2:4]([C:3]([C:22]1[CH:35]=[CH:34][C:25]([O:26][CH2:27][C@@H:28]([OH:38])[CH2:29][CH2:30][C:31]([OH:32])=[O:33])=[C:24]([CH3:36])[CH:23]=1)([C:6]1[CH:11]=[CH:10][C:9](/[CH:12]=[CH:13]/[C:14]([CH2:19][CH3:20])([OH:18])[CH2:15][CH2:16][CH3:17])=[C:8]([CH3:21])[CH:7]=1)[CH2:1][CH3:2])[CH3:5]. The yield is 0.150. (2) The reactants are [N:1]1[N:2]=[C:3]([CH2:6][C:7]([O:9]CC)=O)[NH:4][CH:5]=1.[CH2:12]([C@@H:19]1[NH:24][CH2:23][CH2:22][N:21]([C:25]2[CH:33]=[C:32]3[C:28]([C:29]([CH2:37][CH3:38])=[N:30][N:31]3[CH:34]([CH3:36])[CH3:35])=[CH:27][CH:26]=2)[CH2:20]1)[C:13]1[CH:18]=[CH:17][CH:16]=[CH:15][CH:14]=1. No catalyst specified. The product is [CH2:12]([C@H:19]1[CH2:20][N:21]([C:25]2[CH:33]=[C:32]3[C:28]([C:29]([CH2:37][CH3:38])=[N:30][N:31]3[CH:34]([CH3:35])[CH3:36])=[CH:27][CH:26]=2)[CH2:22][CH2:23][N:24]1[C:7](=[O:9])[CH2:6][C:3]1[NH:4][CH:5]=[N:1][N:2]=1)[C:13]1[CH:14]=[CH:15][CH:16]=[CH:17][CH:18]=1. The yield is 0.390.